From a dataset of Catalyst prediction with 721,799 reactions and 888 catalyst types from USPTO. Predict which catalyst facilitates the given reaction. (1) Reactant: C(OC([N:8]1[CH2:12][C@H:11]([CH2:13][CH2:14][C:15]2[CH:20]=[CH:19][CH:18]=[CH:17][CH:16]=2)[C@@H:10]([CH2:21][N:22]([CH2:30][C:31]2[CH:36]=[CH:35][CH:34]=[CH:33][CH:32]=2)[C:23]2[CH:28]=[CH:27][C:26]([Cl:29])=[CH:25][CH:24]=2)[CH2:9]1)=O)(C)(C)C. Product: [CH2:30]([N:22]([C:23]1[CH:28]=[CH:27][C:26]([Cl:29])=[CH:25][CH:24]=1)[CH2:21][C@@H:10]1[C@@H:11]([CH2:13][CH2:14][C:15]2[CH:16]=[CH:17][CH:18]=[CH:19][CH:20]=2)[CH2:12][NH:8][CH2:9]1)[C:31]1[CH:32]=[CH:33][CH:34]=[CH:35][CH:36]=1. The catalyst class is: 32. (2) Reactant: [CH3:1][N:2]([CH3:28])[C:3]([C:5]1[N:10]=[C:9]2[C:11]([CH2:15]O)=[C:12]([CH3:14])[NH:13][C:8]2=[C:7]([NH:17][CH2:18][C:19]2[C:24]([CH3:25])=[CH:23][CH:22]=[CH:21][C:20]=2[CH2:26][CH3:27])[CH:6]=1)=[O:4].[H][H]. The catalyst class is: 285. Product: [CH3:28][N:2]([CH3:1])[C:3]([C:5]1[N:10]=[C:9]2[C:11]([CH3:15])=[C:12]([CH3:14])[NH:13][C:8]2=[C:7]([NH:17][CH2:18][C:19]2[C:24]([CH3:25])=[CH:23][CH:22]=[CH:21][C:20]=2[CH2:26][CH3:27])[CH:6]=1)=[O:4]. (3) Reactant: [OH-].[Na+].[CH2:3]([SH:10])[C:4]1[CH:9]=[CH:8][CH:7]=[CH:6][CH:5]=1.[CH:11](Cl)([F:13])[F:12]. Product: [F:12][CH:11]([S:10][CH2:3][C:4]1[CH:9]=[CH:8][CH:7]=[CH:6][CH:5]=1)[F:13]. The catalyst class is: 6.